From a dataset of Full USPTO retrosynthesis dataset with 1.9M reactions from patents (1976-2016). Predict the reactants needed to synthesize the given product. (1) Given the product [CH:1]([N:14]1[C:22]2[C:17](=[CH:18][C:19]([Cl:23])=[CH:20][CH:21]=2)[C:16]([CH2:24][CH2:25][O:26][C:27]2[CH:28]=[CH:29][C:30]([C:31]([OH:33])=[O:32])=[CH:35][CH:36]=2)=[C:15]1[CH2:37][CH2:38][NH:39][S:40]([CH2:43][S:53][C:47]1[CH:48]=[CH:49][C:50]([F:52])=[CH:51][C:46]=1[F:45])(=[O:42])=[O:41])([C:2]1[CH:7]=[CH:6][CH:5]=[CH:4][CH:3]=1)[C:8]1[CH:13]=[CH:12][CH:11]=[CH:10][CH:9]=1, predict the reactants needed to synthesize it. The reactants are: [CH:1]([N:14]1[C:22]2[C:17](=[CH:18][C:19]([Cl:23])=[CH:20][CH:21]=2)[C:16]([CH2:24][CH2:25][O:26][C:27]2[CH:36]=[CH:35][C:30]([C:31]([O:33]C)=[O:32])=[CH:29][CH:28]=2)=[C:15]1[CH2:37][CH2:38][NH:39][S:40]([CH2:43]Cl)(=[O:42])=[O:41])([C:8]1[CH:13]=[CH:12][CH:11]=[CH:10][CH:9]=1)[C:2]1[CH:7]=[CH:6][CH:5]=[CH:4][CH:3]=1.[F:45][C:46]1[CH:51]=[C:50]([F:52])[CH:49]=[CH:48][C:47]=1[SH:53]. (2) Given the product [Cl:1][C:2]1[CH:3]=[C:4]2[C:8](=[CH:9][CH:10]=1)[N:7]([CH2:12][OH:13])[C:6](=[O:11])[CH2:5]2, predict the reactants needed to synthesize it. The reactants are: [Cl:1][C:2]1[CH:3]=[C:4]2[C:8](=[CH:9][CH:10]=1)[NH:7][C:6](=[O:11])[CH2:5]2.[CH2:12]=[O:13].C1(C)C=CC=CC=1. (3) Given the product [Cl:14][C:15]1[CH:27]=[C:26]([Cl:28])[CH:25]=[C:24]([Cl:29])[C:16]=1[O:17][CH2:18][C@@H:19]1[CH2:23][CH2:22][CH2:21][N:20]1[CH:8]=[O:9], predict the reactants needed to synthesize it. The reactants are: FC(F)C1C([C:8](Cl)=[O:9])=CN(C)N=1.Cl.[Cl:14][C:15]1[CH:27]=[C:26]([Cl:28])[CH:25]=[C:24]([Cl:29])[C:16]=1[O:17][CH2:18][C@@H:19]1[CH2:23][CH2:22][CH2:21][NH:20]1.C(N(CC)CC)C.